This data is from Peptide-MHC class II binding affinity with 134,281 pairs from IEDB. The task is: Regression. Given a peptide amino acid sequence and an MHC pseudo amino acid sequence, predict their binding affinity value. This is MHC class II binding data. The peptide sequence is IDTLKKNENIKEL. The MHC is HLA-DQA10501-DQB10301 with pseudo-sequence HLA-DQA10501-DQB10301. The binding affinity (normalized) is 0.0609.